From a dataset of Reaction yield outcomes from USPTO patents with 853,638 reactions. Predict the reaction yield, written as a fraction of the theoretical maximum amount of product (1.0 means a 100% yield; for example, 0.34 means a 34% yield). (1) The reactants are Cl[C:2]1[C:7]([Cl:8])=[N:6][CH:5]=[CH:4][N:3]=1.[NH:9]1[CH2:14][CH2:13][NH:12][CH2:11][CH2:10]1.C([O-])([O-])=O.[K+].[K+]. The catalyst is C(#N)C.C(Cl)Cl. The product is [Cl:8][C:7]1[C:2]([N:9]2[CH2:14][CH2:13][NH:12][CH2:11][CH2:10]2)=[N:3][CH:4]=[CH:5][N:6]=1. The yield is 0.690. (2) The reactants are [CH:1]1[CH:2]=[CH:3][C:4]([NH2:15])=[C:5]([C:7]([CH2:9][C@H:10]([NH2:14])[C:11]([OH:13])=[O:12])=[O:8])[CH:6]=1.[N+:16]([C:19]1[CH:24]=[C:23]([N+:25]([O-:27])=[O:26])[CH:22]=[CH:21][C:20]=1F)([O-:18])=[O:17].C([O-])(O)=O.[Na+]. The catalyst is C(O)C. The product is [NH2:15][C:4]1[CH:3]=[CH:2][CH:1]=[CH:6][C:5]=1[C:7]([CH2:9][CH:10]([NH:14][C:20]1[CH:21]=[CH:22][C:23]([N+:25]([O-:27])=[O:26])=[CH:24][C:19]=1[N+:16]([O-:18])=[O:17])[C:11]([OH:13])=[O:12])=[O:8]. The yield is 0.710. (3) The reactants are [NH2:1][C:2]1[C:3]([NH:12][C:13](=O)[C:14]2[CH:19]=[CH:18][CH:17]=[CH:16][CH:15]=2)=[C:4]([CH:9]=[CH:10][CH:11]=1)[C:5]([O:7][CH3:8])=[O:6].C([O-])(O)=O.[Na+]. The catalyst is C(O)(=O)C. The product is [C:14]1([C:13]2[NH:12][C:3]3[C:4]([C:5]([O:7][CH3:8])=[O:6])=[CH:9][CH:10]=[CH:11][C:2]=3[N:1]=2)[CH:19]=[CH:18][CH:17]=[CH:16][CH:15]=1. The yield is 0.710. (4) The reactants are [C:1]([C:5]1[CH:12]=[CH:11][C:8]([CH2:9]Br)=[CH:7][CH:6]=1)([CH3:4])([CH3:3])[CH3:2].[H-].[Na+].[F:15][C:16]([F:25])([F:24])[CH2:17][CH2:18][CH:19]([C:22]#[N:23])[C:20]#[N:21]. The catalyst is CN(C)C=O. The product is [C:1]([C:5]1[CH:12]=[CH:11][C:8]([CH2:9][C:19]([CH2:18][CH2:17][C:16]([F:15])([F:24])[F:25])([C:20]#[N:21])[C:22]#[N:23])=[CH:7][CH:6]=1)([CH3:4])([CH3:3])[CH3:2]. The yield is 0.470. (5) The reactants are [CH:1]1([NH:7][C:8]2[CH:13]=[CH:12][CH:11]=[CH:10][C:9]=2[N+:14]([O-])=O)[CH2:6][CH2:5][CH2:4][CH2:3][CH2:2]1.[Sn](Cl)Cl. The catalyst is CO. The product is [CH:1]1([NH:7][C:8]2[C:9]([NH2:14])=[CH:10][CH:11]=[CH:12][CH:13]=2)[CH2:6][CH2:5][CH2:4][CH2:3][CH2:2]1. The yield is 0.860. (6) The reactants are [F:1][C:2]1[CH:7]=[CH:6][C:5]([N:8]2[C:12](=[O:13])[NH:11][N:10]=[N:9]2)=[C:4]([O:14][CH:15]([CH3:17])[CH3:16])[CH:3]=1.[C:18]([O-])([O-])=O.[K+].[K+].IC. The catalyst is CN(C=O)C. The product is [F:1][C:2]1[CH:7]=[CH:6][C:5]([N:8]2[C:12](=[O:13])[N:11]([CH3:18])[N:10]=[N:9]2)=[C:4]([O:14][CH:15]([CH3:17])[CH3:16])[CH:3]=1. The yield is 0.810. (7) The reactants are [Cl:1][C:2]1[CH:3]=[C:4]([CH:8]2[C:12]([C:15]3[CH:20]=[CH:19][C:18]([Cl:21])=[CH:17][CH:16]=3)([C:13]#[N:14])[CH:11]([CH2:22][C:23]([CH3:26])([CH3:25])[CH3:24])[NH:10][CH:9]2[C:27]([OH:29])=O)[CH:5]=[CH:6][CH:7]=1.[CH3:30][C:31]([CH3:35])([CH3:34])[CH2:32][NH2:33].CN(C(ON1N=NC2C=CC=NC1=2)=[N+](C)C)C.F[P-](F)(F)(F)(F)F.CCN(C(C)C)C(C)C. The catalyst is C(Cl)Cl. The product is [CH3:30][C:31]([CH3:35])([CH3:34])[CH2:32][NH:33][C:27]([CH:9]1[CH:8]([C:4]2[CH:5]=[CH:6][CH:7]=[C:2]([Cl:1])[CH:3]=2)[C:12]([C:15]2[CH:16]=[CH:17][C:18]([Cl:21])=[CH:19][CH:20]=2)([C:13]#[N:14])[CH:11]([CH2:22][C:23]([CH3:24])([CH3:25])[CH3:26])[NH:10]1)=[O:29]. The yield is 0.246.